From a dataset of Full USPTO retrosynthesis dataset with 1.9M reactions from patents (1976-2016). Predict the reactants needed to synthesize the given product. (1) Given the product [CH3:21][N:19]([CH3:20])[C:17]([CH:16]([NH:15][C:11]([C:9]1[NH:10][C:4]2[CH:3]=[C:2]([Cl:1])[N:7]=[CH:6][C:5]=2[CH:8]=1)=[O:13])[CH2:22][C:23]1[CH:28]=[CH:27][CH:26]=[CH:25][CH:24]=1)=[O:18], predict the reactants needed to synthesize it. The reactants are: [Cl:1][C:2]1[N:7]=[CH:6][C:5]2[CH:8]=[C:9]([C:11]([OH:13])=O)[NH:10][C:4]=2[CH:3]=1.Cl.[NH2:15][C@@H:16]([CH2:22][C:23]1[CH:28]=[CH:27][CH:26]=[CH:25][CH:24]=1)[C:17]([N:19]([CH3:21])[CH3:20])=[O:18].CCN(C(C)C)C(C)C.C1C=CC2N(O)N=NC=2C=1.CCN=C=NCCCN(C)C. (2) Given the product [C:38]([NH:35][CH2:34][CH2:33][C:29]1[CH:28]=[C:27]([CH2:26][CH2:25][O:24][C:18]2[CH:17]=[C:16]([CH:21]=[CH:20][C:19]=2[O:22][CH3:23])[C:15]([NH:14][C:5]2([C:3]([OH:2])=[O:4])[CH2:13][C:12]3[C:7](=[CH:8][CH:9]=[CH:10][CH:11]=3)[CH2:6]2)=[O:36])[CH:32]=[CH:31][CH:30]=1)(=[O:40])[CH3:39], predict the reactants needed to synthesize it. The reactants are: C[O:2][C:3]([C:5]1([NH:14][C:15](=[O:36])[C:16]2[CH:21]=[CH:20][C:19]([O:22][CH3:23])=[C:18]([O:24][CH2:25][CH2:26][C:27]3[CH:32]=[CH:31][CH:30]=[C:29]([CH2:33][CH2:34][NH2:35])[CH:28]=3)[CH:17]=2)[CH2:13][C:12]2[C:7](=[CH:8][CH:9]=[CH:10][CH:11]=2)[CH2:6]1)=[O:4].O.[C:38](OC(=O)C)(=[O:40])[CH3:39]. (3) Given the product [CH3:22][C:14]1[C:15]2[N:16]([C:18]([NH2:21])=[N:19][N:20]=2)[N:17]=[C:12]([O:7][CH2:6][C:2]2([CH3:1])[CH2:5][O:4][CH2:3]2)[CH:13]=1, predict the reactants needed to synthesize it. The reactants are: [CH3:1][C:2]1([CH2:6][OH:7])[CH2:5][O:4][CH2:3]1.[H-].[Na+].Br.Cl[C:12]1[CH:13]=[C:14]([CH3:22])[C:15]2[N:16]([C:18]([NH2:21])=[N:19][N:20]=2)[N:17]=1.O. (4) Given the product [CH3:11][C:10]1[N:6]([CH2:5][C:4]2[CH:3]=[C:2]([N:31]3[CH2:36][CH2:35][NH:34][CH2:33][CH2:32]3)[CH:30]=[CH:29][CH:28]=2)[N:7]=[C:8]([C:12]2[O:16][N:15]=[C:14]([C:17]3[CH:22]=[CH:21][C:20]([O:23][C:24]([F:27])([F:26])[F:25])=[CH:19][CH:18]=3)[N:13]=2)[N:9]=1, predict the reactants needed to synthesize it. The reactants are: Br[C:2]1[CH:3]=[C:4]([CH:28]=[CH:29][CH:30]=1)[CH2:5][N:6]1[C:10]([CH3:11])=[N:9][C:8]([C:12]2[O:16][N:15]=[C:14]([C:17]3[CH:22]=[CH:21][C:20]([O:23][C:24]([F:27])([F:26])[F:25])=[CH:19][CH:18]=3)[N:13]=2)=[N:7]1.[NH:31]1[CH2:36][CH2:35][NH:34][CH2:33][CH2:32]1.C(O[Na])(C)(C)C.CC(OC1C=CC=C(OC(C)C)C=1C1C(P(C2CCCCC2)C2CCCCC2)=CC=CC=1)C.